From a dataset of Forward reaction prediction with 1.9M reactions from USPTO patents (1976-2016). Predict the product of the given reaction. (1) Given the reactants [Br:1][C:2]1[CH:7]=[CH:6][C:5](/[CH:8]=[CH:9]/[C:10](=[O:12])[CH3:11])=[CH:4][CH:3]=1.[B]1OC2C(=CC=CC=2)O1, predict the reaction product. The product is: [Br:1][C:2]1[CH:3]=[CH:4][C:5](/[CH:8]=[CH:9]/[C@@H:10]([OH:12])[CH3:11])=[CH:6][CH:7]=1. (2) Given the reactants [CH3:1][C:2]1[C:10]2[C:5](=[N+:6]([O-])[CH:7]=[CH:8][CH:9]=2)[NH:4][CH:3]=1.C(Cl)(Cl)[Cl:13].C(=O)([O-])[O-].[Na+].[Na+], predict the reaction product. The product is: [Cl:13][C:9]1[CH:8]=[CH:7][N:6]=[C:5]2[NH:4][CH:3]=[C:2]([CH3:1])[C:10]=12.